The task is: Predict the product of the given reaction.. This data is from Forward reaction prediction with 1.9M reactions from USPTO patents (1976-2016). (1) Given the reactants [CH:1]([C:4]1[CH:9]=[CH:8][C:7]([CH2:10][C:11]([NH:13][CH:14]([C:20]2[CH:25]=[CH:24][CH:23]=[CH:22][CH:21]=2)[C:15]2[NH:19][N:18]=[N:17][N:16]=2)=[O:12])=[CH:6][CH:5]=1)([CH3:3])[CH3:2].[C:26]([O-])([O-])=O.[K+].[K+].CI, predict the reaction product. The product is: [CH:1]([C:4]1[CH:5]=[CH:6][C:7]([CH2:10][C:11]([NH:13][CH:14]([C:15]2[N:19]([CH3:26])[N:18]=[N:17][N:16]=2)[C:20]2[CH:25]=[CH:24][CH:23]=[CH:22][CH:21]=2)=[O:12])=[CH:8][CH:9]=1)([CH3:3])[CH3:2]. (2) Given the reactants [CH2:1]([O:3][C:4](=[O:8])[C:5](Cl)=[O:6])[CH3:2].Cl.[N:10]1([CH:16]=[O:17])[CH2:15][CH2:14][NH:13][CH2:12][CH2:11]1.[F:18][C:19]1[CH:20]=[CH:21][C:22]([C:28]([F:31])([F:30])[F:29])=[C:23]([CH:27]=1)C(O)=O.CCN(CC)CC, predict the reaction product. The product is: [CH2:1]([O:3][C:4](=[O:8])[C:5]([N:13]1[CH2:14][CH2:15][N:10]([C:16](=[O:17])[C:23]2[CH:27]=[C:19]([F:18])[CH:20]=[CH:21][C:22]=2[C:28]([F:29])([F:30])[F:31])[CH2:11][CH2:12]1)=[O:6])[CH3:2]. (3) Given the reactants [C:1]([OH:20])(=[O:19])[CH2:2][CH2:3][CH2:4][CH2:5][CH2:6][CH2:7][CH2:8][CH2:9][CH2:10][CH2:11][CH2:12][CH2:13][CH2:14][CH2:15][CH2:16][CH2:17][CH3:18].[Zn:21].[OH-], predict the reaction product. The product is: [C:1]([O-:20])(=[O:19])[CH2:2][CH2:3][CH2:4][CH2:5][CH2:6][CH2:7][CH2:8][CH2:9][CH2:10][CH2:11][CH2:12][CH2:13][CH2:14][CH2:15][CH2:16][CH2:17][CH3:18].[Zn+2:21].[C:1]([O-:20])(=[O:19])[CH2:2][CH2:3][CH2:4][CH2:5][CH2:6][CH2:7][CH2:8][CH2:9][CH2:10][CH2:11][CH2:12][CH2:13][CH2:14][CH2:15][CH2:16][CH2:17][CH3:18]. (4) Given the reactants C[Li].Br[C:4]1[CH:5]=[CH:6][C:7]2[C:20]3[N:19]=[C:18]([C:21]4[C:26]([F:27])=[CH:25][CH:24]=[CH:23][C:22]=4[Cl:28])[NH:17][C:16]=3[C:15]3[C:10](=[CH:11][C:12]([Br:29])=[CH:13][CH:14]=3)[C:8]=2[CH:9]=1.[CH2:30]([Li])CCC.[F:35][C:36]([F:43])([F:42])[C:37](OCC)=[O:38], predict the reaction product. The product is: [Br:29][C:12]1[CH:13]=[CH:14][C:15]2[C:16]3[N:17]=[C:18]([C:21]4[C:26]([F:27])=[CH:25][CH:24]=[CH:23][C:22]=4[Cl:28])[NH:19][C:20]=3[C:7]3[C:8](=[CH:9][C:4]([C:37]([OH:38])([CH3:30])[C:36]([F:43])([F:42])[F:35])=[CH:5][CH:6]=3)[C:10]=2[CH:11]=1. (5) Given the reactants [CH3:1][C:2]1[CH:8]=[CH:7][CH:6]=[CH:5][C:3]=1[NH2:4].Br[CH2:10][C:11]1[CH:16]=[CH:15][CH:14]=[CH:13][C:12]=1[B:17]1[O:21][C:20]([CH3:23])([CH3:22])[C:19]([CH3:25])([CH3:24])[O:18]1.C([O-])([O-])=O.[K+].[K+].O, predict the reaction product. The product is: [CH3:1][C:2]1[CH:8]=[CH:7][CH:6]=[CH:5][C:3]=1[NH:4][CH2:10][C:11]1[CH:16]=[CH:15][CH:14]=[CH:13][C:12]=1[B:17]1[O:18][C:19]([CH3:25])([CH3:24])[C:20]([CH3:23])([CH3:22])[O:21]1.